From a dataset of TCR-epitope binding with 47,182 pairs between 192 epitopes and 23,139 TCRs. Binary Classification. Given a T-cell receptor sequence (or CDR3 region) and an epitope sequence, predict whether binding occurs between them. (1) The epitope is RISNCVADY. The TCR CDR3 sequence is CASSFRGGYGYTF. Result: 1 (the TCR binds to the epitope). (2) The epitope is IVTDFSVIK. The TCR CDR3 sequence is CASSRDRGEDTQYF. Result: 1 (the TCR binds to the epitope). (3) The epitope is KAFSPEVIPMF. The TCR CDR3 sequence is CACSRSYGYTF. Result: 1 (the TCR binds to the epitope). (4) The epitope is TPGPGVRYPL. The TCR CDR3 sequence is CALGSSNTGELFF. Result: 0 (the TCR does not bind to the epitope). (5) The epitope is FLNGSCGSV. The TCR CDR3 sequence is CASSSSGTITDTQYF. Result: 1 (the TCR binds to the epitope). (6) The epitope is KLNVGDYFV. The TCR CDR3 sequence is CASSKPDNEQFF. Result: 1 (the TCR binds to the epitope).